This data is from Full USPTO retrosynthesis dataset with 1.9M reactions from patents (1976-2016). The task is: Predict the reactants needed to synthesize the given product. (1) Given the product [CH2:9]([O:8][C:5]1[CH:6]=[CH:7][C:2]([C:22]2[S:26][C:25]([C:27]#[N:28])=[CH:24][CH:23]=2)=[CH:3][C:4]=1[N+:13]([O-:15])=[O:14])[CH:10]([CH3:12])[CH3:11], predict the reactants needed to synthesize it. The reactants are: Br[C:2]1[CH:7]=[CH:6][C:5]([O:8][CH2:9][CH:10]([CH3:12])[CH3:11])=[C:4]([N+:13]([O-:15])=[O:14])[CH:3]=1.C([O-])(=O)C.[K+].Br[C:22]1[S:26][C:25]([C:27]#[N:28])=[CH:24][CH:23]=1.C(=O)([O-])[O-].[Na+].[Na+]. (2) Given the product [Br:28][C:16]1[CH:15]=[C:14]([C:5]2[O:6][C:7]([CH3:8])=[C:3]([CH2:2][I:1])[N:4]=2)[CH:19]=[CH:18][CH:17]=1, predict the reactants needed to synthesize it. The reactants are: [I:1][CH2:2][C:3]1[N:4]=[C:5]([C:14]2[CH:19]=[CH:18][C:17](C)=[CH:16][CH:15]=2)[O:6][C:7]=1[C:8]1C=CC=CC=1.C/C(/C(C)=O)=N\O.[Br:28]C1C=C(C=CC=1)C=O. (3) Given the product [F:33][C:34]1[CH:35]=[C:36]([NH:41][C:42]([O:22][CH:21]([C:18]2[CH2:19][CH2:20][N:15]([CH2:14][C:11]3[CH:12]=[CH:13][C:8]([O:7][C:2]4[N:3]=[CH:4][CH:5]=[CH:6][N:1]=4)=[CH:9][CH:10]=3)[CH2:16][CH:17]=2)[C:23]2[CH:24]=[CH:25][C:26]([C:29]([F:32])([F:30])[F:31])=[CH:27][CH:28]=2)=[O:43])[CH:37]=[C:38]([F:40])[CH:39]=1, predict the reactants needed to synthesize it. The reactants are: [N:1]1[CH:6]=[CH:5][CH:4]=[N:3][C:2]=1[O:7][C:8]1[CH:13]=[CH:12][C:11]([CH2:14][N:15]2[CH2:20][CH2:19][C:18]([CH:21]([C:23]3[CH:28]=[CH:27][C:26]([C:29]([F:32])([F:31])[F:30])=[CH:25][CH:24]=3)[OH:22])=[CH:17][CH2:16]2)=[CH:10][CH:9]=1.[F:33][C:34]1[CH:35]=[C:36]([N:41]=[C:42]=[O:43])[CH:37]=[C:38]([F:40])[CH:39]=1.C(N(CC)CC)C. (4) Given the product [F:32][C:29]([F:30])([F:31])[C:28]([NH:27][C@H:24]1[CH2:23][CH2:22][C:21]2[C:26](=[C:17]([O:16][CH3:15])[CH:18]=[CH:19][C:20]=2[S:34]([NH:14][C@H:11]2[CH2:10][CH2:9][C:8]3[C:13](=[C:4]([O:3][CH3:2])[CH:5]=[CH:6][CH:7]=3)[CH2:12]2)(=[O:36])=[O:35])[CH2:25]1)=[O:33], predict the reactants needed to synthesize it. The reactants are: Cl.[CH3:2][O:3][C:4]1[CH:5]=[CH:6][CH:7]=[C:8]2[C:13]=1[CH2:12][C@@H:11]([NH2:14])[CH2:10][CH2:9]2.[CH3:15][O:16][C:17]1[C:26]2[CH2:25][C@@H:24]([NH:27][C:28](=[O:33])[C:29]([F:32])([F:31])[F:30])[CH2:23][CH2:22][C:21]=2[C:20]([S:34](Cl)(=[O:36])=[O:35])=[CH:19][CH:18]=1.CCN(C(C)C)C(C)C. (5) Given the product [Cl:1][C:2]1[CH:7]=[CH:6][N:5]=[CH:4][C:3]=1[C:8]1[NH:25][C:11]2=[N:12][CH:13]=[C:14]([C:27]3[CH:32]=[N:31][C:30]([S:33]([CH3:36])(=[O:34])=[O:35])=[CH:29][C:28]=3[CH3:37])[CH:15]=[C:10]2[CH:9]=1, predict the reactants needed to synthesize it. The reactants are: [Cl:1][C:2]1[CH:7]=[CH:6][N:5]=[CH:4][C:3]=1[C:8]1[NH:25][C:11]2=[N:12][CH:13]=[C:14](B3OC(C)(C)C(C)(C)O3)[CH:15]=[C:10]2[CH:9]=1.Br[C:27]1[C:28]([CH3:37])=[CH:29][C:30]([S:33]([CH3:36])(=[O:35])=[O:34])=[N:31][CH:32]=1. (6) Given the product [ClH:48].[O:39]=[C:11]([N:12]1[C:20]2[C:15](=[CH:16][C:17]([O:21][CH2:22][C:23]3[CH:28]=[CH:27][C:26]([C:29]4[CH:30]=[CH:31][CH:32]=[CH:33][CH:34]=4)=[CH:25][C:24]=3[C:35]([F:38])([F:36])[F:37])=[CH:18][CH:19]=2)[CH2:14][CH2:13]1)[CH2:10][NH:9][CH2:8][CH2:7][C:6]([OH:47])=[O:5], predict the reactants needed to synthesize it. The reactants are: C([O:5][C:6](=[O:47])[CH2:7][CH2:8][N:9](C(OC(C)(C)C)=O)[CH2:10][C:11](=[O:39])[N:12]1[C:20]2[C:15](=[CH:16][C:17]([O:21][CH2:22][C:23]3[CH:28]=[CH:27][C:26]([C:29]4[CH:34]=[CH:33][CH:32]=[CH:31][CH:30]=4)=[CH:25][C:24]=3[C:35]([F:38])([F:37])[F:36])=[CH:18][CH:19]=2)[CH2:14][CH2:13]1)(C)(C)C.[ClH:48].O1CCOCC1. (7) Given the product [F:24][CH:2]([F:1])[C:3]1[N:8]2[N:9]=[CH:10][C:11]([C:12]#[C:13][C:26]3[S:30][C:29]([S:31]([NH2:34])(=[O:33])=[O:32])=[CH:28][CH:27]=3)=[C:7]2[N:6]=[C:5]([C:14]2[CH:19]=[CH:18][C:17]([C:20]([F:23])([F:22])[F:21])=[CH:16][CH:15]=2)[CH:4]=1, predict the reactants needed to synthesize it. The reactants are: [F:1][CH:2]([F:24])[C:3]1[N:8]2[N:9]=[CH:10][C:11]([C:12]#[CH:13])=[C:7]2[N:6]=[C:5]([C:14]2[CH:19]=[CH:18][C:17]([C:20]([F:23])([F:22])[F:21])=[CH:16][CH:15]=2)[CH:4]=1.Br[C:26]1[S:30][C:29]([S:31]([NH2:34])(=[O:33])=[O:32])=[CH:28][CH:27]=1. (8) Given the product [Br:19][C:20]1[CH:27]=[CH:26][C:23]([CH:24]([N:13]2[CH2:12][CH2:11][C:9]3([O:8][CH2:7][C:6](=[O:16])[N:5]([CH:2]4[CH2:4][CH2:3]4)[CH2:10]3)[CH2:15][CH2:14]2)[CH2:38][C:37]([O:39][CH3:40])=[O:36])=[C:22]([F:28])[CH:21]=1, predict the reactants needed to synthesize it. The reactants are: Cl.[CH:2]1([N:5]2[CH2:10][C:9]3([CH2:15][CH2:14][NH:13][CH2:12][CH2:11]3)[O:8][CH2:7][C:6]2=[O:16])[CH2:4][CH2:3]1.[OH-].[Na+].[Br:19][C:20]1[CH:27]=[CH:26][C:23]([CH:24]=O)=[C:22]([F:28])[CH:21]=1.C([Si]([O:36][C:37]([O:39][CH3:40])=[CH2:38])(C)C)(C)(C)C.B(OC)(OC)OC. (9) Given the product [NH2:7][C@H:8]1[CH2:13][C@@H:12]([C:14]2[CH:19]=[CH:18][CH:17]=[CH:16][C:15]=2[F:20])[CH2:11][N:10]([CH2:21][C:22]([F:24])([F:23])[F:25])[C:9]1=[O:26], predict the reactants needed to synthesize it. The reactants are: C(OC(=O)[NH:7][C@H:8]1[CH2:13][C@@H:12]([C:14]2[CH:19]=[CH:18][CH:17]=[CH:16][C:15]=2[F:20])[CH2:11][N:10]([CH2:21][C:22]([F:25])([F:24])[F:23])[C:9]1=[O:26])(C)(C)C.